Dataset: Full USPTO retrosynthesis dataset with 1.9M reactions from patents (1976-2016). Task: Predict the reactants needed to synthesize the given product. Given the product [C:32]1([CH:29]([C:23]2[CH:24]=[CH:25][CH:26]=[CH:27][CH:28]=2)[CH2:30][N:31]2[C:9](=[O:10])[C:4]3[C:5](=[CH:21][CH:22]=[C:2]([F:1])[CH:3]=3)[N:6]=[C:7]2[C:11]2[CH:16]=[CH:15][CH:14]=[CH:13][C:12]=2[OH:17])[CH:33]=[CH:34][CH:35]=[CH:36][CH:37]=1, predict the reactants needed to synthesize it. The reactants are: [F:1][C:2]1[CH:22]=[CH:21][C:5]2[N:6]=[C:7]([C:11]3[CH:16]=[CH:15][CH:14]=[CH:13][C:12]=3[O:17]C(=O)C)O[C:9](=[O:10])[C:4]=2[CH:3]=1.[C:23]1([CH:29]([C:32]2[CH:37]=[CH:36][CH:35]=[CH:34][CH:33]=2)[CH2:30][NH2:31])[CH:28]=[CH:27][CH:26]=[CH:25][CH:24]=1.